This data is from Full USPTO retrosynthesis dataset with 1.9M reactions from patents (1976-2016). The task is: Predict the reactants needed to synthesize the given product. (1) Given the product [Br:1][C:2]1[C:3]([F:22])=[CH:4][C:5]([F:21])=[C:6]([OH:8])[CH:7]=1, predict the reactants needed to synthesize it. The reactants are: [Br:1][C:2]1[C:3]([F:22])=[CH:4][C:5]([F:21])=[C:6]([O:8]C(=O)[O:8][C:6]2[CH:7]=[C:2]([Br:1])[C:3]([F:22])=[CH:4][C:5]=2[F:21])[CH:7]=1.[OH-].[Na+].CCOC(C)=O.CCCCCC. (2) Given the product [C:24]([O:23][C:21]([NH:20][C@:18]12[CH2:19][NH:11][CH2:12][C@H:13]1[CH2:14][CH2:15][O:16][CH2:17]2)=[O:22])([CH3:27])([CH3:25])[CH3:26], predict the reactants needed to synthesize it. The reactants are: C(OC([N:11]1[CH2:19][C@@:18]2([NH:20][C:21]([O:23][C:24]([CH3:27])([CH3:26])[CH3:25])=[O:22])[C@H:13]([CH2:14][CH2:15][O:16][CH2:17]2)[CH2:12]1)=O)C1C=CC=CC=1.[H][H]. (3) The reactants are: [Br-].[NH2:2][C:3]1[CH:12]=[CH:11][CH:10]=[C:9]2[C:4]=1[CH:5]=[CH:6][N+:7]([CH2:13][CH:14]1[CH2:16][CH2:15]1)=[CH:8]2.[BH4-].[Na+]. Given the product [CH:14]1([CH2:13][N:7]2[CH2:6][CH2:5][C:4]3[C:9](=[CH:10][CH:11]=[CH:12][C:3]=3[NH2:2])[CH2:8]2)[CH2:15][CH2:16]1, predict the reactants needed to synthesize it. (4) The reactants are: [CH2:1]([O:3][P:4]([C:9]1[CH:14]=[CH:13][CH:12]=[C:11]([O:15][C:16]2[CH:21]=[CH:20][CH:19]=[CH:18][C:17]=2[NH2:22])[CH:10]=1)(=[O:8])[O:5][CH2:6][CH3:7])[CH3:2].[N+:23]([C:26]1[CH:27]=[C:28]([CH:32]=[CH:33][CH:34]=1)[C:29](Cl)=[O:30])([O-:25])=[O:24]. Given the product [CH2:6]([O:5][P:4]([C:9]1[CH:14]=[CH:13][CH:12]=[C:11]([O:15][C:16]2[CH:21]=[CH:20][CH:19]=[CH:18][C:17]=2[NH:22][C:29](=[O:30])[C:28]2[CH:32]=[CH:33][CH:34]=[C:26]([N+:23]([O-:25])=[O:24])[CH:27]=2)[CH:10]=1)(=[O:8])[O:3][CH2:1][CH3:2])[CH3:7], predict the reactants needed to synthesize it. (5) Given the product [Cl:1][C:2]1[S:6][CH:5]=[C:4]([NH:7][C:8]2[N:9]=[C:10]([NH2:11])[NH:15][N:14]=2)[CH:3]=1, predict the reactants needed to synthesize it. The reactants are: [Cl:1][C:2]1[S:6][CH:5]=[C:4]([NH:7]/[C:8](/SC)=[N:9]/[C:10]#[N:11])[CH:3]=1.[NH2:14][NH2:15]. (6) Given the product [C:22]([O:1][C:2]1[CH:10]=[CH:9][CH:8]=[C:7]2[C:3]=1[CH:4]=[C:5]([C:12]([OH:14])=[O:13])[N:6]2[CH3:11])(=[O:24])[CH3:23], predict the reactants needed to synthesize it. The reactants are: [OH:1][C:2]1[CH:10]=[CH:9][CH:8]=[C:7]2[C:3]=1[CH:4]=[C:5]([C:12]([OH:14])=[O:13])[N:6]2[CH3:11].C(N(CC)CC)C.[C:22](Cl)(=[O:24])[CH3:23]. (7) Given the product [OH:1][C:2]([CH3:37])([CH3:38])[CH2:3][C@@:4]1([C:31]2[CH:32]=[CH:33][CH:34]=[CH:35][CH:36]=2)[O:9][C:8](=[O:10])[N:7]([C@H:11]([C:13]2[CH:18]=[CH:17][C:16]([C:19]3[CH:24]=[CH:23][N:22]=[C:21]([C:25]4([C:28]([NH2:39])=[O:29])[CH2:26][CH2:27]4)[CH:20]=3)=[CH:15][CH:14]=2)[CH3:12])[CH2:6][CH2:5]1, predict the reactants needed to synthesize it. The reactants are: [OH:1][C:2]([CH3:38])([CH3:37])[CH2:3][C@@:4]1([C:31]2[CH:36]=[CH:35][CH:34]=[CH:33][CH:32]=2)[O:9][C:8](=[O:10])[N:7]([C@H:11]([C:13]2[CH:18]=[CH:17][C:16]([C:19]3[CH:24]=[CH:23][N:22]=[C:21]([C:25]4([C:28](O)=[O:29])[CH2:27][CH2:26]4)[CH:20]=3)=[CH:15][CH:14]=2)[CH3:12])[CH2:6][CH2:5]1.[NH3:39]. (8) The reactants are: [ClH:1].Cl.[NH2:3][C:4]1[CH:23]=[CH:22][C:7]2[CH:8]=[C:9]([C:11]([NH:13][C@@H:14]3[CH:19]4[CH2:20][CH2:21][N:16]([CH2:17][CH2:18]4)[CH2:15]3)=[O:12])[S:10][C:6]=2[CH:5]=1.C(N(CC)CC)C.[CH3:31][O:32][C:33]1[CH:38]=[CH:37][C:36]([N:39]=[C:40]=[O:41])=[CH:35][CH:34]=1. Given the product [ClH:1].[N:16]12[CH2:21][CH2:20][CH:19]([CH2:18][CH2:17]1)[C@@H:14]([NH:13][C:11]([C:9]1[S:10][C:6]3[CH:5]=[C:4]([NH:3][C:40]([NH:39][C:36]4[CH:37]=[CH:38][C:33]([O:32][CH3:31])=[CH:34][CH:35]=4)=[O:41])[CH:23]=[CH:22][C:7]=3[CH:8]=1)=[O:12])[CH2:15]2, predict the reactants needed to synthesize it.